From a dataset of Forward reaction prediction with 1.9M reactions from USPTO patents (1976-2016). Predict the product of the given reaction. (1) Given the reactants [CH2:1]([O:8][C:9]1[C:18](=[O:19])[N:17]2[C:12]([C:13]([CH3:21])([CH3:20])[O:14][CH2:15][CH2:16]2)=[N:11][C:10]=1[C:22](O)=[O:23])[C:2]1[CH:7]=[CH:6][CH:5]=[CH:4][CH:3]=1.Cl.[NH2:26][CH2:27][C:28]1[CH:33]=[CH:32][C:31]([F:34])=[CH:30][C:29]=1[N:35]1[CH2:38][CH2:37][C:36]1=[O:39].F[P-](F)(F)(F)(F)F.N1(O[P+](N(C)C)(N(C)C)N(C)C)C2C=CC=CC=2N=N1.C(N(C(C)C)CC)(C)C, predict the reaction product. The product is: [F:34][C:31]1[CH:32]=[CH:33][C:28]([CH2:27][NH:26][C:22]([C:10]2[N:11]=[C:12]3[N:17]([C:18](=[O:19])[C:9]=2[O:8][CH2:1][C:2]2[CH:7]=[CH:6][CH:5]=[CH:4][CH:3]=2)[CH2:16][CH2:15][O:14][C:13]3([CH3:20])[CH3:21])=[O:23])=[C:29]([N:35]2[CH2:38][CH2:37][C:36]2=[O:39])[CH:30]=1. (2) Given the reactants C(=O)([O-])[O-].[K+].[K+].[O:7]=[C:8]([C:17]1[N:22]=[C:21]([C:23]([O:25][CH3:26])=[O:24])[CH:20]=[CH:19][CH:18]=1)[C:9]#[C:10][C:11]1[CH:16]=[CH:15][CH:14]=[CH:13][CH:12]=1.O1CCOCC1.CC1C=C(C)C=C(C)C=1S([O-])(=O)=O.[NH2:46][N+:47]1[CH:52]=[CH:51][CH:50]=[C:49]([NH:53][C:54]([O:56][C:57]([CH3:60])([CH3:59])[CH3:58])=[O:55])[CH:48]=1, predict the reaction product. The product is: [C:57]([O:56][C:54]([NH:53][C:49]1[CH:50]=[CH:51][C:52]2[N:47]([N:46]=[C:10]([C:11]3[CH:12]=[CH:13][CH:14]=[CH:15][CH:16]=3)[C:9]=2[C:8]([C:17]2[N:22]=[C:21]([C:23]([O:25][CH3:26])=[O:24])[CH:20]=[CH:19][CH:18]=2)=[O:7])[CH:48]=1)=[O:55])([CH3:60])([CH3:58])[CH3:59].